Dataset: Full USPTO retrosynthesis dataset with 1.9M reactions from patents (1976-2016). Task: Predict the reactants needed to synthesize the given product. Given the product [CH3:15][N:16]([CH3:34])[C:17]1[CH:18]=[CH:19][C:20]([CH2:23][N:24]([C:25]2[CH:30]=[CH:29][C:28]([CH:31]([CH3:32])[CH3:33])=[CH:27][CH:26]=2)[C:12]([CH:5]2[C:4]3[C:9](=[CH:10][CH:11]=[C:2]([F:1])[CH:3]=3)[O:8][CH2:7][CH2:6]2)=[O:14])=[CH:21][CH:22]=1, predict the reactants needed to synthesize it. The reactants are: [F:1][C:2]1[CH:3]=[C:4]2[C:9](=[CH:10][CH:11]=1)[O:8][CH2:7][CH2:6][CH:5]2[C:12]([OH:14])=O.[CH3:15][N:16]([CH3:34])[C:17]1[CH:22]=[CH:21][C:20]([CH2:23][NH:24][C:25]2[CH:30]=[CH:29][C:28]([CH:31]([CH3:33])[CH3:32])=[CH:27][CH:26]=2)=[CH:19][CH:18]=1.